This data is from Full USPTO retrosynthesis dataset with 1.9M reactions from patents (1976-2016). The task is: Predict the reactants needed to synthesize the given product. (1) Given the product [NH2:7][CH2:8][C:9]1[CH:14]=[CH:13][C:12]([CH2:15][NH:16][C:17]([N:19]2[CH2:20][CH2:21][N:22]([C:25](=[O:34])[CH2:26][NH:27][C:28](=[O:33])[CH:29]([OH:32])[CH2:30][OH:31])[CH2:23][CH2:24]2)=[O:18])=[CH:11][CH:10]=1, predict the reactants needed to synthesize it. The reactants are: C(OC(=O)[NH:7][CH2:8][C:9]1[CH:14]=[CH:13][C:12]([CH2:15][NH:16][C:17]([N:19]2[CH2:24][CH2:23][N:22]([C:25](=[O:34])[CH2:26][NH:27][C:28](=[O:33])[CH:29]([OH:32])[CH2:30][OH:31])[CH2:21][CH2:20]2)=[O:18])=[CH:11][CH:10]=1)(C)(C)C.Cl. (2) Given the product [CH3:14][O:13][CH:10]1[CH2:11][CH2:12][N:7]([CH2:6][C:5]2[CH:15]=[CH:16][C:2]([B:17]3[O:21][C:20]([CH3:23])([CH3:22])[C:19]([CH3:25])([CH3:24])[O:18]3)=[CH:3][CH:4]=2)[CH2:8][CH2:9]1, predict the reactants needed to synthesize it. The reactants are: Br[C:2]1[CH:16]=[CH:15][C:5]([CH2:6][N:7]2[CH2:12][CH2:11][CH:10]([O:13][CH3:14])[CH2:9][CH2:8]2)=[CH:4][CH:3]=1.[B:17]1([B:17]2[O:21][C:20]([CH3:23])([CH3:22])[C:19]([CH3:25])([CH3:24])[O:18]2)[O:21][C:20]([CH3:23])([CH3:22])[C:19]([CH3:25])([CH3:24])[O:18]1.C([O-])(=O)C.[K+]. (3) Given the product [N:1]1[CH:6]=[CH:5][CH:4]=[CH:3][C:2]=1[C:7]#[C:8][C:9]1[CH:10]=[CH:11][C:12]([C:15]2[N:19]=[C:18]([CH:20]([NH:23][C:32](=[O:33])[O:34][CH2:35][CH3:36])[CH2:21][CH3:22])[O:17][N:16]=2)=[N:13][CH:14]=1, predict the reactants needed to synthesize it. The reactants are: [N:1]1[CH:6]=[CH:5][CH:4]=[CH:3][C:2]=1[C:7]#[C:8][C:9]1[CH:10]=[CH:11][C:12]([C:15]2[N:19]=[C:18]([CH:20]([NH2:23])[CH2:21][CH3:22])[O:17][N:16]=2)=[N:13][CH:14]=1.CCN(CC)CC.Cl[C:32]([O:34][CH2:35][CH3:36])=[O:33]. (4) Given the product [CH3:1][O:2][C:3](=[O:41])[C:4]1[CH:5]=[CH:6][C:7]([O:10][CH2:11][CH2:12][C:13]2[C:21]3[C:16](=[CH:17][CH:18]=[C:19]([Cl:22])[CH:20]=3)[N:15]([CH:23]([C:30]3[CH:31]=[CH:32][CH:33]=[CH:34][CH:35]=3)[C:24]3[CH:29]=[CH:28][CH:27]=[CH:26][CH:25]=3)[C:14]=2[CH2:36][CH2:37][CH2:38][OH:39])=[CH:8][CH:9]=1, predict the reactants needed to synthesize it. The reactants are: [CH3:1][O:2][C:3](=[O:41])[C:4]1[CH:9]=[CH:8][C:7]([O:10][CH2:11][CH2:12][C:13]2[C:21]3[C:16](=[CH:17][CH:18]=[C:19]([Cl:22])[CH:20]=3)[N:15]([CH:23]([C:30]3[CH:35]=[CH:34][CH:33]=[CH:32][CH:31]=3)[C:24]3[CH:29]=[CH:28][CH:27]=[CH:26][CH:25]=3)[C:14]=2[CH2:36][CH2:37][C:38](O)=[O:39])=[CH:6][CH:5]=1.C(Cl)(=O)C(Cl)=O. (5) Given the product [Br:1][C:2]1[CH:9]=[C:8]([F:10])[C:5]([CH2:6][NH:17][CH2:12][CH2:13][CH:14]([CH3:16])[CH3:15])=[C:4]([F:11])[CH:3]=1, predict the reactants needed to synthesize it. The reactants are: [Br:1][C:2]1[CH:9]=[C:8]([F:10])[C:5]([CH:6]=O)=[C:4]([F:11])[CH:3]=1.[CH2:12]([NH2:17])[CH2:13][CH:14]([CH3:16])[CH3:15].C(O[BH-](OC(=O)C)OC(=O)C)(=O)C.[Na+].[OH-].[K+]. (6) Given the product [NH2:1][C:4]1[CH:9]=[CH:8][C:7]([CH2:10][CH2:11][CH2:12][C:13]2[N:14]=[C:15]([NH:18][C:19](=[O:21])[CH3:20])[S:16][CH:17]=2)=[CH:6][CH:5]=1, predict the reactants needed to synthesize it. The reactants are: [N+:1]([C:4]1[CH:9]=[CH:8][C:7]([CH2:10][CH2:11][CH2:12][C:13]2[N:14]=[C:15]([NH:18][C:19](=[O:21])[CH3:20])[S:16][CH:17]=2)=[CH:6][CH:5]=1)([O-])=O.[H][H]. (7) Given the product [Br:10][C:11]1[CH:28]=[CH:27][C:14]([C:15]([NH:17][C:18]2[CH:26]=[CH:25][C:21]([C:22](=[O:24])[NH:29][C:30]3[CH:35]=[CH:34][C:33]([Br:36])=[CH:32][N:31]=3)=[CH:20][N:19]=2)=[O:16])=[CH:13][N:12]=1, predict the reactants needed to synthesize it. The reactants are: [I-].ClC1C=CC=C[N+]=1C.[Br:10][C:11]1[CH:28]=[CH:27][C:14]([C:15]([NH:17][C:18]2[CH:26]=[CH:25][C:21]([C:22]([OH:24])=O)=[CH:20][N:19]=2)=[O:16])=[CH:13][N:12]=1.[NH2:29][C:30]1[CH:35]=[CH:34][C:33]([Br:36])=[CH:32][N:31]=1.CCN(C(C)C)C(C)C.